This data is from Forward reaction prediction with 1.9M reactions from USPTO patents (1976-2016). The task is: Predict the product of the given reaction. (1) Given the reactants C[O:2][C:3](=O)[CH2:4][C:5]1[CH:10]=[CH:9][CH:8]=[C:7]([O:11][CH2:12][CH2:13][CH2:14][N:15]([CH2:24][C:25]2[CH:30]=[CH:29][CH:28]=[C:27]([C:31]([F:34])([F:33])[F:32])[C:26]=2[Cl:35])[CH2:16][CH:17]([C:19]2[CH:23]=[CH:22][S:21][CH:20]=2)[CH3:18])[CH:6]=1.[H-].[H-].[H-].[H-].[Li+].[Al+3].[OH-].[Na+], predict the reaction product. The product is: [ClH:35].[Cl:35][C:26]1[C:27]([C:31]([F:34])([F:32])[F:33])=[CH:28][CH:29]=[CH:30][C:25]=1[CH2:24][N:15]([CH2:16][CH:17]([C:19]1[CH:23]=[CH:22][S:21][CH:20]=1)[CH3:18])[CH2:14][CH2:13][CH2:12][O:11][C:7]1[CH:6]=[C:5]([CH2:4][CH2:3][OH:2])[CH:10]=[CH:9][CH:8]=1. (2) Given the reactants [Cl-].[NH4+].[CH3:3][O:4][C:5]1[C:10]([N+:11]([O-])=O)=[CH:9][C:8]([Br:14])=[CH:7][C:6]=1[C:15]([CH3:18])([CH3:17])[CH3:16], predict the reaction product. The product is: [Br:14][C:8]1[CH:7]=[C:6]([C:15]([CH3:18])([CH3:17])[CH3:16])[C:5]([O:4][CH3:3])=[C:10]([CH:9]=1)[NH2:11]. (3) Given the reactants Cl[CH2:2][C:3]([NH:5][C:6]1[CH:7]=[CH:8][C:9]2[C:15]3[S:16][C:17]([C:19]([N:21]([C:23]4[CH:28]=[CH:27][CH:26]=[CH:25][C:24]=4[Cl:29])[CH3:22])=[O:20])=[CH:18][C:14]=3[CH2:13][CH2:12][O:11][C:10]=2[CH:30]=1)=[O:4].[CH3:31][N:32]1[CH2:37][CH2:36][NH:35][CH2:34][CH2:33]1, predict the reaction product. The product is: [Cl:29][C:24]1[CH:25]=[CH:26][CH:27]=[CH:28][C:23]=1[N:21]([CH3:22])[C:19]([C:17]1[S:16][C:15]2[C:9]3[CH:8]=[CH:7][C:6]([NH:5][C:3](=[O:4])[CH2:2][N:35]4[CH2:36][CH2:37][N:32]([CH3:31])[CH2:33][CH2:34]4)=[CH:30][C:10]=3[O:11][CH2:12][CH2:13][C:14]=2[CH:18]=1)=[O:20]. (4) Given the reactants [NH2:1][C:2]1[CH:3]=[CH:4][C:5]([O:8][CH3:9])=[N:6][CH:7]=1.[CH:10](=O)[C:11]1[CH:16]=[CH:15][CH:14]=[CH:13][CH:12]=1.C([BH3-])#N.[Na+].C(=O)([O-])O.[Na+], predict the reaction product. The product is: [CH3:9][O:8][C:5]1[N:6]=[CH:7][C:2]([NH:1][CH2:10][C:11]2[CH:16]=[CH:15][CH:14]=[CH:13][CH:12]=2)=[CH:3][CH:4]=1. (5) The product is: [Br:1][C:2]1[CH:7]=[CH:6][CH:5]=[C:4]2[C:3]=1[N:8]=[C:9]([OH:14])[CH:10]=[C:11]2[OH:13]. Given the reactants [Br:1][C:2]1[CH:7]=[CH:6][CH:5]=[CH:4][C:3]=1[NH:8][C:9](=[O:14])[CH2:10][C:11]([OH:13])=O.[OH-].[Na+], predict the reaction product. (6) Given the reactants [ClH:1].Cl.Cl.S1C(C2C=CN=C(NCCCN3CCN(C)CC3)N=2)=CC2C=CC=CC1=2.[CH:30]1([NH:33][C:34]([C:36]2[C:44]3[CH:43]=[C:42]([C:45]4[C:50]([Cl:51])=[CH:49][N:48]=[C:47](Cl)[N:46]=4)[S:41][C:40]=3[CH:39]=[CH:38][CH:37]=2)=[O:35])[CH2:32][CH2:31]1.C(OC([N:60]1[CH2:65][CH2:64][N:63]([CH2:66][CH2:67][NH2:68])[CH2:62][CH2:61]1)=O)(C)(C)C, predict the reaction product. The product is: [ClH:51].[ClH:1].[ClH:51].[CH:30]1([NH:33][C:34]([C:36]2[C:44]3[CH:43]=[C:42]([C:45]4[C:50]([Cl:51])=[CH:49][N:48]=[C:47]([NH:68][CH2:67][CH2:66][N:63]5[CH2:64][CH2:65][NH:60][CH2:61][CH2:62]5)[N:46]=4)[S:41][C:40]=3[CH:39]=[CH:38][CH:37]=2)=[O:35])[CH2:32][CH2:31]1. (7) Given the reactants C([Sn](CCCC)(CCCC)[C:6]([O:8]CC)=[CH2:7])CCC.Cl[C:20]1[N:21]=[N:22][CH:23]=[CH:24][C:25]=1[C:26]([F:29])([F:28])[F:27], predict the reaction product. The product is: [F:27][C:26]([F:29])([F:28])[C:25]1[CH:24]=[CH:23][N:22]=[N:21][C:20]=1[C:6](=[O:8])[CH3:7]. (8) Given the reactants [CH:1]([O:4][P:5]([CH2:11]Br)(=[O:10])[O:6][CH:7]([CH3:9])[CH3:8])([CH3:3])[CH3:2].[OH:13][CH2:14][C:15]([CH2:38][CH3:39])=[CH:16][CH2:17][C:18]1[C:26]([O:27][CH2:28][CH2:29][Si:30]([CH3:33])([CH3:32])[CH3:31])=[C:25]2[C:21]([CH2:22][O:23][C:24]2=[O:34])=[C:20]([CH3:35])[C:19]=1[O:36][CH3:37].CC(C)([O-])C.[Li+].[Cl-].[Li+], predict the reaction product. The product is: [CH:1]([O:4][P:5]([CH2:11][O:13][CH2:14][C:15]([CH2:38][CH3:39])=[CH:16][CH2:17][C:18]1[C:26]([O:27][CH2:28][CH2:29][Si:30]([CH3:32])([CH3:33])[CH3:31])=[C:25]2[C:21](=[C:20]([CH3:35])[C:19]=1[O:36][CH3:37])[CH2:22][O:23][C:24]2=[O:34])(=[O:10])[O:6][CH:7]([CH3:9])[CH3:8])([CH3:3])[CH3:2]. (9) Given the reactants [C:1]([C:4]1[CH:18]=[CH:17][CH:16]=[CH:15][C:5]=1[O:6][C:7]1[CH:12]=[N:11][NH:10][C:9](=[O:13])[C:8]=1Cl)(=[O:3])[CH3:2].C(O)=O.C([O-])=O.[NH4+], predict the reaction product. The product is: [C:1]([C:4]1[CH:18]=[CH:17][CH:16]=[CH:15][C:5]=1[O:6][C:7]1[CH:12]=[N:11][NH:10][C:9](=[O:13])[CH:8]=1)(=[O:3])[CH3:2].